This data is from Reaction yield outcomes from USPTO patents with 853,638 reactions. The task is: Predict the reaction yield, written as a fraction of the theoretical maximum amount of product (1.0 means a 100% yield; for example, 0.34 means a 34% yield). (1) The reactants are [F:1][C:2]1[CH:3]=[N:4][C:5]([C:8]([NH:10][C:11](=[O:13])[CH3:12])=[CH2:9])=[N:6][CH:7]=1. The catalyst is CO. The product is [F:1][C:2]1[CH:7]=[N:6][C:5]([C@@H:8]([NH:10][C:11](=[O:13])[CH3:12])[CH3:9])=[N:4][CH:3]=1. The yield is 0.950. (2) The yield is 0.200. The catalyst is C1COCC1. The reactants are [CH3:1][O:2][C:3]1[CH:11]=[CH:10][C:6]([C:7](Cl)=[O:8])=[CH:5][CH:4]=1.[NH2:12][C:13]1[N:17](C(OC(C)(C)C)=O)[N:16]=[C:15]([O:25][CH2:26][C:27]2[CH:32]=[C:31]([O:33][CH3:34])[CH:30]=[C:29]([O:35][CH3:36])[CH:28]=2)[CH:14]=1. The product is [CH3:34][O:33][C:31]1[CH:32]=[C:27]([CH2:26][O:25][C:15]2[CH:14]=[C:13]([NH:12][C:7](=[O:8])[C:6]3[CH:10]=[CH:11][C:3]([O:2][CH3:1])=[CH:4][CH:5]=3)[NH:17][N:16]=2)[CH:28]=[C:29]([O:35][CH3:36])[CH:30]=1. (3) The reactants are [CH2:1]([O:8][C:9]1[C:17]([O:18][CH2:19][C:20]2[CH:25]=[CH:24][CH:23]=[CH:22][CH:21]=2)=[CH:16][CH:15]=[CH:14][C:10]=1[C:11](=[S:13])[NH2:12])[C:2]1[CH:7]=[CH:6][CH:5]=[CH:4][CH:3]=1.Br[CH2:27][C:28](=O)[C:29]([O:31][CH2:32][CH3:33])=[O:30].C(=O)([O-])O.[Na+]. The catalyst is C(O)C. The product is [CH2:1]([O:8][C:9]1[C:17]([O:18][CH2:19][C:20]2[CH:25]=[CH:24][CH:23]=[CH:22][CH:21]=2)=[CH:16][CH:15]=[CH:14][C:10]=1[C:11]1[S:13][CH:27]=[C:28]([C:29]([O:31][CH2:32][CH3:33])=[O:30])[N:12]=1)[C:2]1[CH:3]=[CH:4][CH:5]=[CH:6][CH:7]=1. The yield is 0.920. (4) The reactants are Cl[C:2]1[NH:6][C:5]2[C:7]([F:11])=[CH:8][CH:9]=[CH:10][C:4]=2[N:3]=1.[CH3:12][NH2:13]. No catalyst specified. The product is [F:11][C:7]1[C:5]2[NH:6][C:2]([NH:13][CH3:12])=[N:3][C:4]=2[CH:10]=[CH:9][CH:8]=1. The yield is 0.750. (5) The reactants are [O:1]1[C:5]2[CH:6]=[CH:7][CH:8]=[C:9]([C:10]([OH:12])=O)[C:4]=2[O:3][CH2:2]1.[Cl:13][C:14]1[CH:15]=[C:16]([CH:18]=[CH:19][CH:20]=1)[NH2:17].C(N(CC)CC)C. The catalyst is S(Cl)(Cl)=O.C(Cl)Cl.C(OCC)(=O)C. The product is [Cl:13][C:14]1[CH:15]=[C:16]([NH:17][C:10]([C:9]2[C:4]3[O:3][CH2:2][O:1][C:5]=3[CH:6]=[CH:7][CH:8]=2)=[O:12])[CH:18]=[CH:19][CH:20]=1. The yield is 0.430. (6) The reactants are [C:1]1([CH2:11][C:12]([NH:14][C@H:15]([C:20]([NH:22][C@H:23]([CH:32]=[O:33])[CH2:24][C:25](=NNC(N)=O)[OH:26])=[O:21])[CH2:16][CH:17]([CH3:19])[CH3:18])=[O:13])[C:10]2[C:5](=[CH:6][CH:7]=[CH:8][CH:9]=2)[CH:4]=[CH:3][CH:2]=1.C(O)(=[O:36])C.CO. The catalyst is C=O.O. The product is [C:1]1([CH2:11][C:12]([NH:14][C@H:15]([C:20]([NH:22][C@H:23]([CH:32]=[O:33])[CH2:24][C:25]([OH:26])=[O:36])=[O:21])[CH2:16][CH:17]([CH3:19])[CH3:18])=[O:13])[C:10]2[C:5](=[CH:6][CH:7]=[CH:8][CH:9]=2)[CH:4]=[CH:3][CH:2]=1. The yield is 0.790.